This data is from Catalyst prediction with 721,799 reactions and 888 catalyst types from USPTO. The task is: Predict which catalyst facilitates the given reaction. (1) Reactant: Cl[CH2:2][CH2:3][NH:4][C:5]([NH:7][C:8]1[CH:13]=[CH:12][C:11]([C:14]2[N:15]([CH2:27][CH3:28])[C:16]3[C:21]([C:22]=2[C:23]#[N:24])=[CH:20][CH:19]=[C:18]([O:25][CH3:26])[CH:17]=3)=[CH:10][CH:9]=1)=[O:6].[OH-].[K+]. Product: [CH2:27]([N:15]1[C:16]2[C:21](=[CH:20][CH:19]=[C:18]([O:25][CH3:26])[CH:17]=2)[C:22]([C:23]#[N:24])=[C:14]1[C:11]1[CH:12]=[CH:13][C:8]([N:7]2[CH2:2][CH2:3][NH:4][C:5]2=[O:6])=[CH:9][CH:10]=1)[CH3:28]. The catalyst class is: 5. (2) Reactant: C(O)(C(F)(F)F)=O.[N:8]1[CH:13]=[CH:12][CH:11]=[N:10][C:9]=1[C:14]1[O:22][C:17]2=[CH:18][N:19]=[CH:20][CH:21]=[C:16]2[C:15]=1[NH:23][C:24]1[C:32]2[N:31]=[CH:30][N:29](C(OC(C)(C)C)=O)[C:28]=2[CH:27]=[CH:26][CH:25]=1. Product: [N:10]1[CH:11]=[CH:12][CH:13]=[N:8][C:9]=1[C:14]1[O:22][C:17]2=[CH:18][N:19]=[CH:20][CH:21]=[C:16]2[C:15]=1[NH:23][C:24]1[C:32]2[N:31]=[CH:30][NH:29][C:28]=2[CH:27]=[CH:26][CH:25]=1. The catalyst class is: 4.